From a dataset of Catalyst prediction with 721,799 reactions and 888 catalyst types from USPTO. Predict which catalyst facilitates the given reaction. (1) Reactant: [C:1](Cl)(=O)[C:2]([Cl:4])=[O:3].[CH3:7][O:8][C:9]1[C:18]2[C:13](=[CH:14][CH:15]=[CH:16][CH:17]=2)[CH:12]=[CH:11]C=1C(O)=O. Product: [CH3:7][O:8][C:9]1[C:18]2[C:13](=[CH:14][CH:15]=[CH:16][CH:17]=2)[CH:12]=[CH:11][C:1]=1[C:2]([Cl:4])=[O:3]. The catalyst class is: 2. (2) Reactant: [CH2:1]([O:8][C:9]1[CH:10]=[CH:11][C:12]2[C:13]3[N:21]([CH2:22][CH2:23][NH:24][C:25](=[O:31])[O:26][C:27]([CH3:30])([CH3:29])[CH3:28])[C:20]([CH2:32]Cl)=[N:19][C:14]=3[CH:15]=[N:16][C:17]=2[CH:18]=1)[C:2]1[CH:7]=[CH:6][CH:5]=[CH:4][CH:3]=1.CC(C)([O-])C.[K+]. Product: [CH2:1]([O:8][C:9]1[CH:18]=[C:17]2[C:12]([C:13]3[N:21]4[CH2:22][CH2:23][N:24]([C:25]([O:26][C:27]([CH3:30])([CH3:29])[CH3:28])=[O:31])[CH2:32][C:20]4=[N:19][C:14]=3[CH:15]=[N:16]2)=[CH:11][CH:10]=1)[C:2]1[CH:7]=[CH:6][CH:5]=[CH:4][CH:3]=1. The catalyst class is: 1. (3) Reactant: C[O:2][C:3](=O)[CH2:4][C:5]([NH:7][C:8]1[CH:13]=[CH:12][C:11]([O:14][CH2:15][C:16]2[CH:21]=[CH:20][CH:19]=[C:18]([F:22])[CH:17]=2)=[C:10]([O:23][CH3:24])[CH:9]=1)=[O:6].[NH3:26]. Product: [F:22][C:18]1[CH:17]=[C:16]([CH:21]=[CH:20][CH:19]=1)[CH2:15][O:14][C:11]1[CH:12]=[CH:13][C:8]([NH:7][C:5](=[O:6])[CH2:4][C:3]([NH2:26])=[O:2])=[CH:9][C:10]=1[O:23][CH3:24]. The catalyst class is: 5. (4) Reactant: [OH:1][C:2]1[CH:7]=[CH:6][C:5]([C:8]2[NH:16][C:11]3=[N:12][CH:13]=[CH:14][N:15]=[C:10]3[C:9]=2[CH2:17][CH2:18][C:19]([OH:21])=[O:20])=[CH:4][CH:3]=1.[C:22]1(C)C=CC(S(O)(=O)=O)=C[CH:23]=1. Product: [OH:1][C:2]1[CH:7]=[CH:6][C:5]([C:8]2[NH:16][C:11]3=[N:12][CH:13]=[CH:14][N:15]=[C:10]3[C:9]=2[CH2:17][CH2:18][C:19]([O:21][CH2:22][CH3:23])=[O:20])=[CH:4][CH:3]=1. The catalyst class is: 8. (5) Reactant: [H-].[Na+].[O:3]1[CH2:7][CH2:6][O:5][CH:4]1[CH2:8][CH2:9][CH:10]([C:12]1[CH:17]=[CH:16][CH:15]=[CH:14][C:13]=1[CH3:18])[OH:11].[CH3:19]I. Product: [CH3:19][O:11][CH:10]([C:12]1[CH:17]=[CH:16][CH:15]=[CH:14][C:13]=1[CH3:18])[CH2:9][CH2:8][CH:4]1[O:5][CH2:6][CH2:7][O:3]1. The catalyst class is: 1. (6) Reactant: [CH2:1]1[O:9][C:8]2[CH:7]=[CH:6][C:5]([C:10](=[NH:22])[NH:11][C:12]3[CH:17]=[CH:16][C:15]([S:18]([CH3:21])(=[O:20])=[O:19])=[CH:14][CH:13]=3)=[CH:4][C:3]=2[O:2]1.C(=O)(O)[O-].[Na+].Br[CH2:29][C:30](=[O:35])[C:31]([F:34])([F:33])[F:32]. Product: [CH3:21][S:18]([C:15]1[CH:14]=[CH:13][C:12]([N:11]2[CH2:29][C:30]([OH:35])([C:31]([F:34])([F:33])[F:32])[N:22]=[C:10]2[C:5]2[CH:6]=[CH:7][C:8]3[O:9][CH2:1][O:2][C:3]=3[CH:4]=2)=[CH:17][CH:16]=1)(=[O:19])=[O:20]. The catalyst class is: 32. (7) Reactant: [H-].[Na+].[Br:3][C:4]1[CH:5]=[C:6]([C:10]2[N:14]=[C:13]([CH2:15][CH2:16][CH3:17])[NH:12][N:11]=2)[CH:7]=[CH:8][CH:9]=1.[CH3:18][Si:19]([CH2:22][CH2:23][O:24][CH2:25]Cl)([CH3:21])[CH3:20].[NH4+].[Cl-]. Product: [Br:3][C:4]1[CH:5]=[C:6]([C:10]2[N:14]=[C:13]([CH2:15][CH2:16][CH3:17])[N:12]([CH2:25][O:24][CH2:23][CH2:22][Si:19]([CH3:21])([CH3:20])[CH3:18])[N:11]=2)[CH:7]=[CH:8][CH:9]=1. The catalyst class is: 3.